Predict the product of the given reaction. From a dataset of Forward reaction prediction with 1.9M reactions from USPTO patents (1976-2016). (1) Given the reactants [CH3:1][O:2][C:3]([C:5]1[CH:18]=[CH:17][C:16]2[S:15][C:14]3[C:9](=[CH:10][CH:11]=[CH:12][C:13]=3Br)[S:8][C:7]=2[CH:6]=1)=[O:4].[B:20]1([B:20]2[O:24][C:23]([CH3:26])([CH3:25])[C:22]([CH3:28])([CH3:27])[O:21]2)[O:24][C:23]([CH3:26])([CH3:25])[C:22]([CH3:28])([CH3:27])[O:21]1.C([O-])(=O)C.[K+], predict the reaction product. The product is: [CH3:1][O:2][C:3]([C:5]1[CH:18]=[CH:17][C:16]2[S:15][C:14]3[C:9](=[CH:10][CH:11]=[CH:12][C:13]=3[B:20]3[O:24][C:23]([CH3:26])([CH3:25])[C:22]([CH3:28])([CH3:27])[O:21]3)[S:8][C:7]=2[CH:6]=1)=[O:4]. (2) Given the reactants [Cl:1][C:2]1[CH:12]=[CH:11][CH:10]=[CH:9][C:3]=1[CH:4]=[CH:5][C:6]([OH:8])=[O:7].O=P(Cl)(Cl)Cl.[CH3:18]O, predict the reaction product. The product is: [CH3:18][O:7][C:6](=[O:8])/[CH:5]=[CH:4]/[C:3]1[CH:9]=[CH:10][CH:11]=[CH:12][C:2]=1[Cl:1]. (3) Given the reactants [C:1]([O:7][CH2:8][C@H:9]([C:15]1[C:16]([Br:30])=[C:17]2[C:22](=[CH:23][C:24]=1[CH3:25])[N:21]=[C:20]([O:26]C(=O)C)[CH:19]=[CH:18]2)[O:10][C:11]([CH3:14])([CH3:13])[CH3:12])(=[O:6])[C:2]([CH3:5])([CH3:4])[CH3:3].CN, predict the reaction product. The product is: [C:1]([O:7][CH2:8][C@H:9]([C:15]1[C:16]([Br:30])=[C:17]2[C:22](=[CH:23][C:24]=1[CH3:25])[NH:21][C:20](=[O:26])[CH:19]=[CH:18]2)[O:10][C:11]([CH3:14])([CH3:13])[CH3:12])(=[O:6])[C:2]([CH3:3])([CH3:4])[CH3:5].